Dataset: Forward reaction prediction with 1.9M reactions from USPTO patents (1976-2016). Task: Predict the product of the given reaction. (1) Given the reactants [C:1]([NH:5][S:6]([C:9]1[CH:14]=[CH:13][CH:12]=[CH:11][C:10]=1B(O)O)(=[O:8])=[O:7])([CH3:4])([CH3:3])[CH3:2].Br[C:19]1[CH:28]=[CH:27][C:22]([C:23]([O:25][CH3:26])=[O:24])=[CH:21][CH:20]=1, predict the reaction product. The product is: [C:1]([NH:5][S:6]([C:9]1[CH:14]=[CH:13][CH:12]=[CH:11][C:10]=1[C:19]1[CH:28]=[CH:27][C:22]([C:23]([O:25][CH3:26])=[O:24])=[CH:21][CH:20]=1)(=[O:8])=[O:7])([CH3:4])([CH3:3])[CH3:2]. (2) Given the reactants [C:1]([O:5][C:6](=[O:23])[NH:7][CH2:8][CH:9]1[CH2:14][CH2:13][N:12]([C:15]2[CH:20]=[C:19]([CH:21]=O)[N:18]=[CH:17][N:16]=2)[CH2:11][CH2:10]1)([CH3:4])([CH3:3])[CH3:2].[S:24]1[CH2:28][C:27](=[O:29])[NH:26][C:25]1=[O:30].C(N(CC)CC)C.N1CCCCC1, predict the reaction product. The product is: [C:1]([O:5][C:6](=[O:23])[NH:7][CH2:8][CH:9]1[CH2:14][CH2:13][N:12]([C:15]2[CH:20]=[C:19](/[CH:21]=[C:28]3/[C:27](=[O:29])[NH:26][C:25](=[O:30])[S:24]/3)[N:18]=[CH:17][N:16]=2)[CH2:11][CH2:10]1)([CH3:4])([CH3:3])[CH3:2]. (3) Given the reactants [Br:1][C:2]1[CH:9]=[CH:8][C:5]([CH2:6]Br)=[CH:4][CH:3]=1.[NH:10]1[CH2:15][CH2:14][CH2:13][CH2:12][CH2:11]1.C(=O)([O-])[O-].[K+].[K+], predict the reaction product. The product is: [Br:1][C:2]1[CH:9]=[CH:8][C:5]([CH2:6][N:10]2[CH2:15][CH2:14][CH2:13][CH2:12][CH2:11]2)=[CH:4][CH:3]=1. (4) Given the reactants C(N(CC)C(C)C)(C)C.[Cl:10][C:11]1[CH:33]=[CH:32][C:14]([CH2:15][NH:16][C:17]([C:19]2[C:20](=[O:31])[C:21]3[CH:28]=[C:27]([CH2:29]Cl)[O:26][C:22]=3[N:23]([CH3:25])[CH:24]=2)=[O:18])=[CH:13][CH:12]=1.[CH3:34][NH:35][CH2:36][CH:37]([C:39]1[O:40][C:41]([CH3:44])=[CH:42][CH:43]=1)[OH:38].O, predict the reaction product. The product is: [Cl:10][C:11]1[CH:33]=[CH:32][C:14]([CH2:15][NH:16][C:17]([C:19]2[C:20](=[O:31])[C:21]3[CH:28]=[C:27]([CH2:29][N:35]([CH2:36][CH:37]([OH:38])[C:39]4[O:40][C:41]([CH3:44])=[CH:42][CH:43]=4)[CH3:34])[O:26][C:22]=3[N:23]([CH3:25])[CH:24]=2)=[O:18])=[CH:13][CH:12]=1. (5) Given the reactants [F:1][C:2]1[CH:7]=[C:6]([F:8])[CH:5]=[CH:4][C:3]=1[C:9](=[O:12])[CH2:10][CH3:11].[N:13](OCCCCC)=[O:14].Cl.O1CCCC1, predict the reaction product. The product is: [F:1][C:2]1[CH:7]=[C:6]([F:8])[CH:5]=[CH:4][C:3]=1[C:9](=[O:12])[C:10](=[N:13][OH:14])[CH3:11]. (6) Given the reactants OC1C(C(OC)=O)=C(C=CC=1)OC/C=C/C1C=C(C2ON=C(C(OCC)=O)C=2)C=CC=1.[OH:32][C:33]1[C:34]([C:59]([O:61][CH3:62])=[O:60])=[C:35]([CH:56]=[CH:57][CH:58]=1)[O:36][CH2:37][CH2:38][NH:39][C:40]1[CH:41]=[C:42]([C:46]2[O:50][N:49]=[C:48]([C:51]([O:53]CC)=[O:52])[CH:47]=2)[CH:43]=[CH:44][CH:45]=1, predict the reaction product. The product is: [OH:32][C:33]1[C:34]([C:59]([O:61][CH3:62])=[O:60])=[C:35]([CH:56]=[CH:57][CH:58]=1)[O:36][CH2:37][CH2:38][NH:39][C:40]1[CH:41]=[C:42]([C:46]2[O:50][N:49]=[C:48]([C:51]([OH:53])=[O:52])[CH:47]=2)[CH:43]=[CH:44][CH:45]=1. (7) Given the reactants [CH3:1][O:2][CH2:3][CH2:4][O:5][C:6]([NH:8][CH:9]([C:21]1[CH:26]=[CH:25][CH:24]=[CH:23][CH:22]=1)[C:10]([O:12][C@@H:13]1[CH:18]2[CH2:19][CH2:20][N:15]([CH2:16][CH2:17]2)[CH2:14]1)=[O:11])=[O:7].[Br:27][CH2:28][C:29]([C:31]1[CH:36]=[CH:35][CH:34]=[CH:33][CH:32]=1)=[O:30], predict the reaction product. The product is: [Br-:27].[CH3:1][O:2][CH2:3][CH2:4][O:5][C:6]([NH:8][CH:9]([C:21]1[CH:22]=[CH:23][CH:24]=[CH:25][CH:26]=1)[C:10]([O:12][C@@H:13]1[CH:18]2[CH2:17][CH2:16][N+:15]([CH2:28][C:29](=[O:30])[C:31]3[CH:36]=[CH:35][CH:34]=[CH:33][CH:32]=3)([CH2:20][CH2:19]2)[CH2:14]1)=[O:11])=[O:7]. (8) Given the reactants [F:1][C:2]1[CH:7]=[C:6](B2OC(C)(C)C(C)(C)O2)[CH:5]=[CH:4][C:3]=1[C:17]1[N:18]=[CH:19][C:20]([NH2:23])=[N:21][CH:22]=1.Br[C:25]1[CH:30]=[CH:29][CH:28]=[CH:27][C:26]=1[S:31]([C:34]1[CH:39]=[CH:38][CH:37]=[CH:36][CH:35]=1)(=[O:33])=[O:32], predict the reaction product. The product is: [F:1][C:2]1[CH:7]=[C:6]([C:25]2[CH:30]=[CH:29][CH:28]=[CH:27][C:26]=2[S:31]([C:34]2[CH:35]=[CH:36][CH:37]=[CH:38][CH:39]=2)(=[O:33])=[O:32])[CH:5]=[CH:4][C:3]=1[C:17]1[N:18]=[CH:19][C:20]([NH2:23])=[N:21][CH:22]=1. (9) Given the reactants [O:1]1[CH:5]=[CH:4][CH:3]=[C:2]1[C:6](=[O:16])[CH2:7][C:8]1[CH:13]=[CH:12][N:11]=[C:10]([S:14][CH3:15])[N:9]=1.C(O[CH:20](OCC)[N:21]([CH3:23])[CH3:22])C, predict the reaction product. The product is: [CH3:20][N:21]([CH3:23])/[CH:22]=[C:7](/[C:8]1[CH:13]=[CH:12][N:11]=[C:10]([S:14][CH3:15])[N:9]=1)\[C:6]([C:2]1[O:1][CH:5]=[CH:4][CH:3]=1)=[O:16].